Dataset: TCR-epitope binding with 47,182 pairs between 192 epitopes and 23,139 TCRs. Task: Binary Classification. Given a T-cell receptor sequence (or CDR3 region) and an epitope sequence, predict whether binding occurs between them. (1) The epitope is QASQEVKNW. The TCR CDR3 sequence is CASSLRGDSNQPQHF. Result: 1 (the TCR binds to the epitope). (2) The epitope is CINGVCWTV. The TCR CDR3 sequence is CSATGGRHTGELFF. Result: 1 (the TCR binds to the epitope). (3) The epitope is TPGPGVRYPL. The TCR CDR3 sequence is CASSLGDRNTEAFF. Result: 0 (the TCR does not bind to the epitope). (4) The epitope is CINGVCWTV. The TCR CDR3 sequence is CSAQTGRDTEAFF. Result: 1 (the TCR binds to the epitope). (5) The epitope is IVDTVSALV. The TCR CDR3 sequence is CASSSGGDQPQHF. Result: 0 (the TCR does not bind to the epitope). (6) The epitope is KMKDLSPRW. The TCR CDR3 sequence is CASSSGTSDWDEQFF. Result: 0 (the TCR does not bind to the epitope).